This data is from Forward reaction prediction with 1.9M reactions from USPTO patents (1976-2016). The task is: Predict the product of the given reaction. (1) Given the reactants C(OC(=O)[NH:10][C@H:11]([C:15]1[CH:20]=[CH:19][CH:18]=[CH:17][CH:16]=1)[CH2:12][C:13]#[N:14])C1C=CC=CC=1, predict the reaction product. The product is: [NH2:10][C@H:11]([C:15]1[CH:20]=[CH:19][CH:18]=[CH:17][CH:16]=1)[CH2:12][C:13]#[N:14]. (2) Given the reactants COC1C=CC(C[N:8]2[C:12](=[O:13])[C:11]3([CH2:25][C:16]4=[N:17][CH:18]=[C:19]([C:21]([O:23][CH3:24])=[O:22])[CH:20]=[C:15]4[CH2:14]3)[N:10]([CH3:26])[C:9]2=[O:27])=CC=1, predict the reaction product. The product is: [CH3:26][N:10]1[C:11]2([CH2:25][C:16]3=[N:17][CH:18]=[C:19]([C:21]([O:23][CH3:24])=[O:22])[CH:20]=[C:15]3[CH2:14]2)[C:12](=[O:13])[NH:8][C:9]1=[O:27]. (3) The product is: [Br:47][C:14]1[CH:15]=[CH:10][C:11]([NH:16][C:44]([CH:41]2[CH2:42][CH2:43][N:38]([C:36]([O:35][CH:33]([CH3:34])[CH3:32])=[O:37])[CH2:39][CH2:40]2)=[O:46])=[CH:12][CH:13]=1. Given the reactants CN(C(ON1N=[N:16][C:11]2[CH:12]=[CH:13][CH:14]=[CH:15][C:10]1=2)=[N+](C)C)C.[B-](F)(F)(F)F.C(N(C(C)C)CC)(C)C.[CH3:32][CH:33]([O:35][C:36]([N:38]1[CH2:43][CH2:42][CH:41]([C:44]([OH:46])=O)[CH2:40][CH2:39]1)=[O:37])[CH3:34].[Br:47]C1N=CC(N)=CC=1, predict the reaction product. (4) Given the reactants NC1C=C(C=CC=1)OC1C=CC(C2N=C(C3CCC3)N3C=CN=C(N)C=23)=CC=1.[NH2:29][C:30]1[C:31]2[N:32]([C:36]([CH:56]3[CH2:59][CH2:58][CH2:57]3)=[N:37][C:38]=2[C:39]2[CH:44]=[CH:43][C:42]([C:45]([C:47]3[CH:52]=[CH:51][CH:50]=[CH:49][CH:48]=3)=[O:46])=[C:41]([N+:53]([O-])=O)[CH:40]=2)[CH:33]=[CH:34][N:35]=1, predict the reaction product. The product is: [NH2:53][C:41]1[CH:40]=[C:39]([C:38]2[N:37]=[C:36]([CH:56]3[CH2:57][CH2:58][CH2:59]3)[N:32]3[CH:33]=[CH:34][N:35]=[C:30]([NH2:29])[C:31]=23)[CH:44]=[CH:43][C:42]=1[C:45]([C:47]1[CH:48]=[CH:49][CH:50]=[CH:51][CH:52]=1)=[O:46]. (5) Given the reactants [F:1][C:2]1[CH:7]=[CH:6][CH:5]=[CH:4][C:3]=1[CH2:8][O:9][C:10]1[CH:15]=[CH:14][C:13]([C@@H:16]2[N:20]([C:21]([O:23][C:24]([CH3:27])([CH3:26])[CH3:25])=[O:22])[C@:19]([CH2:32][CH:33]=O)([C:28]([O:30][CH3:31])=[O:29])[CH2:18][CH2:17]2)=[CH:12][CH:11]=1.[CH3:35][NH2:36].CC(O)=O.[BH-](OC(C)=O)(OC(C)=O)OC(C)=O.[Na+], predict the reaction product. The product is: [F:1][C:2]1[CH:7]=[CH:6][CH:5]=[CH:4][C:3]=1[CH2:8][O:9][C:10]1[CH:15]=[CH:14][C:13]([C@@H:16]2[N:20]([C:21]([O:23][C:24]([CH3:27])([CH3:26])[CH3:25])=[O:22])[C@:19]([CH2:32][CH2:33][NH:36][CH3:35])([C:28]([O:30][CH3:31])=[O:29])[CH2:18][CH2:17]2)=[CH:12][CH:11]=1. (6) Given the reactants O=C[C@@H]([C@H]([C@@H]([C@@H](CO)O)O)O)O.C1C=[N+]([C@@H]2O[C@H](COP(OP(OC[C@H]3O[C@@H](N4C5N=CN=C(N)C=5N=C4)[C@H](OP(O)(O)=O)[C@@H]3O)(O)=O)(O)=O)[C@@H](O)[C@H]2O)C=C(C(N)=O)C=1.[Cl:61][CH2:62][C:63](=[O:70])[CH2:64][C:65]([O:67][CH2:68][CH3:69])=[O:66].[OH-].[Na+], predict the reaction product. The product is: [Cl:61][CH2:62][C@@H:63]([OH:70])[CH2:64][C:65]([O:67][CH2:68][CH3:69])=[O:66]. (7) The product is: [F:22][C:18]1[CH:17]=[C:16]2[C:21]([C:13]([C:11]3[CH:10]=[CH:9][C:8]4[S:2](=[O:30])(=[O:1])[NH:3][C:4]5([CH2:5][CH2:6]5)[C:7]=4[CH:12]=3)=[CH:14][NH:15]2)=[CH:20][CH:19]=1. Given the reactants [O:1]=[S:2]1(=[O:30])[C:8]2[CH:9]=[CH:10][C:11]([C:13]3[C:21]4[C:16](=[CH:17][C:18]([F:22])=[CH:19][CH:20]=4)[N:15](C(OC(C)(C)C)=O)[CH:14]=3)=[CH:12][C:7]=2[C:4]2([CH2:6][CH2:5]2)[NH:3]1.C(O)(C(F)(F)F)=O, predict the reaction product. (8) Given the reactants [CH3:1][NH:2][C:3]1[N:12]=[CH:11][C:10]2[C:9](=[O:13])[CH2:8][CH2:7][CH2:6][C:5]=2[N:4]=1.CO[CH:16](OC)[N:17]([CH3:19])[CH3:18].C(N(CC)CC)C, predict the reaction product. The product is: [CH3:16][N:17](/[CH:19]=[C:8]1/[C:9](=[O:13])[C:10]2[CH:11]=[N:12][C:3]([NH:2][CH3:1])=[N:4][C:5]=2[CH2:6][CH2:7]/1)[CH3:18].